This data is from Full USPTO retrosynthesis dataset with 1.9M reactions from patents (1976-2016). The task is: Predict the reactants needed to synthesize the given product. (1) Given the product [Br:1][C:2]1[CH:3]=[C:4]2[C:9](=[CH:10][CH:11]=1)[C:8](=[O:12])[N:7]([CH2:13][CH:14]1[CH2:16][CH2:15]1)[C:6]([CH2:17][N:28]1[C:24](=[O:34])[C:25]3[C:26](=[CH:30][CH:31]=[CH:32][CH:33]=3)[C:27]1=[O:29])=[C:5]2[O:19][CH2:20][CH2:21][CH2:22][CH3:23], predict the reactants needed to synthesize it. The reactants are: [Br:1][C:2]1[CH:3]=[C:4]2[C:9](=[CH:10][CH:11]=1)[C:8](=[O:12])[N:7]([CH2:13][CH:14]1[CH2:16][CH2:15]1)[C:6]([CH2:17]Cl)=[C:5]2[O:19][CH2:20][CH2:21][CH2:22][CH3:23].[C:24]1(=[O:34])[NH:28][C:27](=[O:29])[C:26]2=[CH:30][CH:31]=[CH:32][CH:33]=[C:25]12.[K].O. (2) Given the product [Br:30][C:16]1[C:17]2[C:22]([C:9]([C:6]3[CH:5]=[CH:4][C:3]([CH:1]=[O:2])=[CH:8][CH:7]=3)=[C:10]3[C:15]=1[CH:14]=[CH:13][CH:12]=[CH:11]3)=[CH:21][CH:20]=[CH:19][CH:18]=2, predict the reactants needed to synthesize it. The reactants are: [CH:1]([C:3]1[CH:8]=[CH:7][C:6]([C:9]2[C:10]3[C:15]([CH:16]=[C:17]4[C:22]=2[CH:21]=[CH:20][CH:19]=[CH:18]4)=[CH:14][CH:13]=[CH:12][CH:11]=3)=[CH:5][CH:4]=1)=[O:2].C1C(=O)N([Br:30])C(=O)C1. (3) Given the product [F:8][C:6]1[CH:7]=[C:2]([O:16][CH3:15])[C:3]([O:9][CH2:10][C:11]#[CH:12])=[N:4][CH:5]=1, predict the reactants needed to synthesize it. The reactants are: F[C:2]1[C:3]([O:9][CH2:10][C:11]#[CH:12])=[N:4][CH:5]=[C:6]([F:8])[CH:7]=1.C1C[O:16][CH2:15]C1.C[O-].[Na+].O.